From a dataset of NCI-60 drug combinations with 297,098 pairs across 59 cell lines. Regression. Given two drug SMILES strings and cell line genomic features, predict the synergy score measuring deviation from expected non-interaction effect. Drug 1: COC1=C(C=C2C(=C1)N=CN=C2NC3=CC(=C(C=C3)F)Cl)OCCCN4CCOCC4. Drug 2: C1=C(C(=O)NC(=O)N1)F. Cell line: NCI/ADR-RES. Synergy scores: CSS=38.3, Synergy_ZIP=-13.6, Synergy_Bliss=-8.10, Synergy_Loewe=-1.85, Synergy_HSA=-0.616.